Dataset: Forward reaction prediction with 1.9M reactions from USPTO patents (1976-2016). Task: Predict the product of the given reaction. Given the reactants [C:1]([O:5][C:6](=[O:57])[C:7]([O:10]/[N:11]=[C:12](/[C:43]1[N:44]=[C:45]([NH:49][C:50]([O:52][C:53]([CH3:56])([CH3:55])[CH3:54])=[O:51])[S:46][C:47]=1[Cl:48])\[C:13]([NH:15][C@@H:16]1[C:23](=[O:24])[N:22]2[C@@H:17]1[S:18][CH2:19][C:20]([CH2:41][Cl:42])=[C:21]2[C:25]([O:27][CH:28]([C:35]1[CH:40]=[CH:39][CH:38]=[CH:37][CH:36]=1)[C:29]1[CH:34]=[CH:33][CH:32]=[CH:31][CH:30]=1)=[O:26])=[O:14])([CH3:9])[CH3:8])([CH3:4])([CH3:3])[CH3:2].C1C=C(Cl)C=C(C(OO)=[O:66])C=1.[O-]S([O-])(=S)=O.[Na+].[Na+], predict the reaction product. The product is: [C:1]([O:5][C:6](=[O:57])[C:7]([O:10]/[N:11]=[C:12](/[C:43]1[N:44]=[C:45]([NH:49][C:50]([O:52][C:53]([CH3:56])([CH3:55])[CH3:54])=[O:51])[S:46][C:47]=1[Cl:48])\[C:13]([NH:15][C@@H:16]1[C:23](=[O:24])[N:22]2[C@@H:17]1[S@:18](=[O:66])[CH2:19][C:20]([CH2:41][Cl:42])=[C:21]2[C:25]([O:27][CH:28]([C:35]1[CH:40]=[CH:39][CH:38]=[CH:37][CH:36]=1)[C:29]1[CH:34]=[CH:33][CH:32]=[CH:31][CH:30]=1)=[O:26])=[O:14])([CH3:8])[CH3:9])([CH3:2])([CH3:3])[CH3:4].